The task is: Predict the product of the given reaction.. This data is from Forward reaction prediction with 1.9M reactions from USPTO patents (1976-2016). (1) Given the reactants CO[C:3]1[CH:8]=[CH:7][CH:6]=[CH:5][C:4]=1[C:9]1[S:10][CH:11]=[C:12]([NH:14][C:15]([NH:17][C:18]2[CH:23]=[CH:22][CH:21]=[C:20]([CH2:24][N:25]3[CH2:30][CH2:29][CH2:28][CH2:27][CH2:26]3)[N:19]=2)=[O:16])[N:13]=1.[Cl-].[Be+2].[Cl-].CC[O:36]C(C)=O, predict the reaction product. The product is: [OH:36][C:6]1[CH:5]=[C:4]([C:9]2[S:10][CH:11]=[C:12]([NH:14][C:15]([NH:17][C:18]3[CH:23]=[CH:22][CH:21]=[C:20]([CH2:24][N:25]4[CH2:30][CH2:29][CH2:28][CH2:27][CH2:26]4)[N:19]=3)=[O:16])[N:13]=2)[CH:3]=[CH:8][CH:7]=1. (2) Given the reactants Br[C:2]1[N:7]=[C:6]([NH:8][CH2:9][CH:10]2[CH2:15][CH2:14][O:13][CH2:12][CH2:11]2)[CH:5]=[CH:4][C:3]=1[Cl:16].[F:17][C:18]1[CH:23]=[C:22](B(O)O)[CH:21]=[CH:20][N:19]=1.C(Cl)Cl.C(=O)([O-])[O-].[Na+].[Na+], predict the reaction product. The product is: [Cl:16][C:3]1[C:2]([C:22]2[CH:21]=[CH:20][N:19]=[C:18]([F:17])[CH:23]=2)=[N:7][C:6]([NH:8][CH2:9][CH:10]2[CH2:15][CH2:14][O:13][CH2:12][CH2:11]2)=[CH:5][CH:4]=1. (3) Given the reactants [CH:1]1([C:6]2[NH:11][C:10](=[O:12])[C:9]([CH:13]([NH:16][C:17]([C:19]34[CH2:28][CH:23]5[CH2:24][CH:25]([CH2:27][CH:21]([CH2:22]5)[CH2:20]3)[CH2:26]4)=O)[CH2:14][CH3:15])=[N:8][N:7]=2)[CH2:5][CH2:4][CH2:3][CH2:2]1.P(Cl)(Cl)(Cl)=O, predict the reaction product. The product is: [C:19]12([C:17]3[N:8]4[C:9]([C:10](=[O:12])[NH:11][C:6]([CH:1]5[CH2:5][CH2:4][CH2:3][CH2:2]5)=[N:7]4)=[C:13]([CH2:14][CH3:15])[N:16]=3)[CH2:20][CH:21]3[CH2:22][CH:23]([CH2:24][CH:25]([CH2:27]3)[CH2:26]1)[CH2:28]2. (4) Given the reactants [Cl:1][C:2]1[CH:3]=[C:4]2[CH:10]=[CH:9][NH:8][C:5]2=[N:6][CH:7]=1.[NH:11]1[C:15]2[CH:16]=[CH:17][CH:18]=[CH:19][C:14]=2[N:13]=[C:12]1[CH2:20][O:21][C:22]1[C:29]([O:30][CH3:31])=[CH:28][C:25]([CH:26]=[O:27])=[C:24]([Cl:32])[CH:23]=1.CO.[OH-].[K+], predict the reaction product. The product is: [NH:11]1[C:15]2[CH:16]=[CH:17][CH:18]=[CH:19][C:14]=2[N:13]=[C:12]1[CH2:20][O:21][C:22]1[C:29]([O:30][CH3:31])=[CH:28][C:25]([CH:26]([C:10]2[C:4]3[C:5](=[N:6][CH:7]=[C:2]([Cl:1])[CH:3]=3)[NH:8][CH:9]=2)[OH:27])=[C:24]([Cl:32])[CH:23]=1. (5) The product is: [C:20]([O:24][C:25](=[O:33])[NH:26][CH:27]1[CH2:32][CH2:31][N:30]([C:2]2[CH:7]=[CH:6][CH:5]=[CH:4][C:3]=2[N+:8]([O-:10])=[O:9])[CH2:29][CH2:28]1)([CH3:23])([CH3:21])[CH3:22]. Given the reactants F[C:2]1[CH:7]=[CH:6][CH:5]=[CH:4][C:3]=1[N+:8]([O-:10])=[O:9].C(N(CC)C(C)C)(C)C.[C:20]([O:24][C:25](=[O:33])[NH:26][CH:27]1[CH2:32][CH2:31][NH:30][CH2:29][CH2:28]1)([CH3:23])([CH3:22])[CH3:21], predict the reaction product. (6) Given the reactants [CH:1]1([CH2:7][NH2:8])[CH2:6][CH2:5][CH2:4][CH2:3][CH2:2]1.[C:9]([Si:13]([O:16][C@H:17]1[CH2:21][C@H:20]([C:22]2[C:26]3[N:27]=[CH:28][N:29]=[C:30](S(C(C)(C)C)(=O)=O)[C:25]=3[S:24][CH:23]=2)[CH2:19][C@H:18]1[CH2:38][O:39][CH2:40][O:41][CH3:42])([CH3:15])[CH3:14])([CH3:12])([CH3:11])[CH3:10], predict the reaction product. The product is: [Si:13]([O:16][C@@H:17]1[C@H:18]([CH2:38][O:39][CH2:40][O:41][CH3:42])[CH2:19][C@@H:20]([C:22]2[C:26]3[N:27]=[CH:28][N:29]=[C:30]([NH:8][CH2:7][CH:1]4[CH2:6][CH2:5][CH2:4][CH2:3][CH2:2]4)[C:25]=3[S:24][CH:23]=2)[CH2:21]1)([C:9]([CH3:12])([CH3:10])[CH3:11])([CH3:14])[CH3:15].